Task: Regression. Given two drug SMILES strings and cell line genomic features, predict the synergy score measuring deviation from expected non-interaction effect.. Dataset: NCI-60 drug combinations with 297,098 pairs across 59 cell lines (1) Drug 1: CC1=C2C(C(=O)C3(C(CC4C(C3C(C(C2(C)C)(CC1OC(=O)C(C(C5=CC=CC=C5)NC(=O)OC(C)(C)C)O)O)OC(=O)C6=CC=CC=C6)(CO4)OC(=O)C)O)C)O. Drug 2: C(=O)(N)NO. Cell line: HS 578T. Synergy scores: CSS=4.16, Synergy_ZIP=-1.78, Synergy_Bliss=3.50, Synergy_Loewe=2.88, Synergy_HSA=3.56. (2) Synergy scores: CSS=-1.99, Synergy_ZIP=1.56, Synergy_Bliss=0.575, Synergy_Loewe=-2.94, Synergy_HSA=-2.18. Drug 2: CC1=C(C(=CC=C1)Cl)NC(=O)C2=CN=C(S2)NC3=CC(=NC(=N3)C)N4CCN(CC4)CCO. Drug 1: CN(C)N=NC1=C(NC=N1)C(=O)N. Cell line: HL-60(TB). (3) Drug 1: CC1OCC2C(O1)C(C(C(O2)OC3C4COC(=O)C4C(C5=CC6=C(C=C35)OCO6)C7=CC(=C(C(=C7)OC)O)OC)O)O. Drug 2: CC1=C(C(=CC=C1)Cl)NC(=O)C2=CN=C(S2)NC3=CC(=NC(=N3)C)N4CCN(CC4)CCO. Cell line: UO-31. Synergy scores: CSS=32.3, Synergy_ZIP=-1.21, Synergy_Bliss=0.832, Synergy_Loewe=4.17, Synergy_HSA=5.46. (4) Drug 1: C1CCC(CC1)NC(=O)N(CCCl)N=O. Drug 2: C1CCC(C(C1)N)N.C(=O)(C(=O)[O-])[O-].[Pt+4]. Cell line: CCRF-CEM. Synergy scores: CSS=50.3, Synergy_ZIP=-5.36, Synergy_Bliss=-1.33, Synergy_Loewe=-8.32, Synergy_HSA=0.911. (5) Drug 1: CCC1=C2CN3C(=CC4=C(C3=O)COC(=O)C4(CC)O)C2=NC5=C1C=C(C=C5)O. Drug 2: C1CNP(=O)(OC1)N(CCCl)CCCl. Cell line: ACHN. Synergy scores: CSS=36.6, Synergy_ZIP=1.16, Synergy_Bliss=1.39, Synergy_Loewe=-59.9, Synergy_HSA=-0.761. (6) Drug 1: CN(C)C1=NC(=NC(=N1)N(C)C)N(C)C. Drug 2: COC1=C2C(=CC3=C1OC=C3)C=CC(=O)O2. Cell line: ACHN. Synergy scores: CSS=-5.71, Synergy_ZIP=3.00, Synergy_Bliss=-4.68, Synergy_Loewe=-8.67, Synergy_HSA=-8.86. (7) Drug 1: CC1C(C(=O)NC(C(=O)N2CCCC2C(=O)N(CC(=O)N(C(C(=O)O1)C(C)C)C)C)C(C)C)NC(=O)C3=C4C(=C(C=C3)C)OC5=C(C(=O)C(=C(C5=N4)C(=O)NC6C(OC(=O)C(N(C(=O)CN(C(=O)C7CCCN7C(=O)C(NC6=O)C(C)C)C)C)C(C)C)C)N)C. Drug 2: CCC1(CC2CC(C3=C(CCN(C2)C1)C4=CC=CC=C4N3)(C5=C(C=C6C(=C5)C78CCN9C7C(C=CC9)(C(C(C8N6C)(C(=O)OC)O)OC(=O)C)CC)OC)C(=O)OC)O.OS(=O)(=O)O. Cell line: HCT-15. Synergy scores: CSS=-9.03, Synergy_ZIP=2.24, Synergy_Bliss=-4.04, Synergy_Loewe=-9.82, Synergy_HSA=-10.1. (8) Drug 1: CC1=C2C(C(=O)C3(C(CC4C(C3C(C(C2(C)C)(CC1OC(=O)C(C(C5=CC=CC=C5)NC(=O)OC(C)(C)C)O)O)OC(=O)C6=CC=CC=C6)(CO4)OC(=O)C)OC)C)OC. Drug 2: CC1C(C(CC(O1)OC2CC(CC3=C2C(=C4C(=C3O)C(=O)C5=C(C4=O)C(=CC=C5)OC)O)(C(=O)CO)O)N)O.Cl. Cell line: SK-OV-3. Synergy scores: CSS=36.4, Synergy_ZIP=-7.01, Synergy_Bliss=-7.90, Synergy_Loewe=-2.45, Synergy_HSA=-1.34. (9) Drug 1: CC1=C2C(C(=O)C3(C(CC4C(C3C(C(C2(C)C)(CC1OC(=O)C(C(C5=CC=CC=C5)NC(=O)C6=CC=CC=C6)O)O)OC(=O)C7=CC=CC=C7)(CO4)OC(=O)C)O)C)OC(=O)C. Drug 2: C1=NC(=NC(=O)N1C2C(C(C(O2)CO)O)O)N. Cell line: COLO 205. Synergy scores: CSS=59.6, Synergy_ZIP=-2.23, Synergy_Bliss=-1.47, Synergy_Loewe=-4.12, Synergy_HSA=-1.27. (10) Drug 1: CNC(=O)C1=NC=CC(=C1)OC2=CC=C(C=C2)NC(=O)NC3=CC(=C(C=C3)Cl)C(F)(F)F. Drug 2: CC(C)NC(=O)C1=CC=C(C=C1)CNNC.Cl. Cell line: CAKI-1. Synergy scores: CSS=-12.3, Synergy_ZIP=7.33, Synergy_Bliss=3.30, Synergy_Loewe=-16.0, Synergy_HSA=-13.7.